This data is from Reaction yield outcomes from USPTO patents with 853,638 reactions. The task is: Predict the reaction yield, written as a fraction of the theoretical maximum amount of product (1.0 means a 100% yield; for example, 0.34 means a 34% yield). (1) The yield is 1.00. The catalyst is C(Cl)Cl. The reactants are [C:1](OC(Cl)(Cl)Cl)(OC(Cl)(Cl)Cl)=O.[NH2:13][C:14]1[C:23]([Br:24])=[C:22]([F:25])[CH:21]=[CH:20][C:15]=1[C:16]([NH:18][CH3:19])=[O:17].[OH2:26]. The product is [Br:24][C:23]1[C:22]([F:25])=[CH:21][CH:20]=[C:15]2[C:14]=1[NH:13][C:19](=[O:26])[N:18]([CH3:1])[C:16]2=[O:17]. (2) The reactants are [O:1]=[C:2]([CH2:10][CH2:11][C:12]1[CH:17]=[CH:16][CH:15]=[CH:14][CH:13]=1)[CH2:3]P(=O)(OC)OC.[H-].[Na+].[CH:20]([C@@H:22]1[C@@H:29]2[C@@H:25]([O:26][C:27](=[O:30])[CH2:28]2)[CH2:24][C@H:23]1[O:31][C:32](=[O:45])[C:33]1[CH:38]=[CH:37][C:36]([C:39]2[CH:44]=[CH:43][CH:42]=[CH:41][CH:40]=2)=[CH:35][CH:34]=1)=O. The catalyst is ClCCl.C(#N)C. The product is [O:1]=[C:2]([CH2:10][CH2:11][C:12]1[CH:13]=[CH:14][CH:15]=[CH:16][CH:17]=1)/[CH:3]=[CH:20]/[C@@H:22]1[C@@H:29]2[C@@H:25]([O:26][C:27](=[O:30])[CH2:28]2)[CH2:24][C@H:23]1[O:31][C:32](=[O:45])[C:33]1[CH:38]=[CH:37][C:36]([C:39]2[CH:44]=[CH:43][CH:42]=[CH:41][CH:40]=2)=[CH:35][CH:34]=1. The yield is 0.762. (3) The reactants are N1C2C(=CC=CC=2)C(C2CCC(=O)CC2)=C1.O1[C:21]2([CH2:26][CH2:25][CH:24]([C:27]3[C:35]4[C:30](=[CH:31][CH:32]=[C:33]([O:36][CH3:37])[CH:34]=4)[NH:29][CH:28]=3)[CH2:23][CH2:22]2)[O:20]CC1. No catalyst specified. The product is [CH3:37][O:36][C:33]1[CH:34]=[C:35]2[C:30](=[CH:31][CH:32]=1)[NH:29][CH:28]=[C:27]2[CH:24]1[CH2:25][CH2:26][C:21](=[O:20])[CH2:22][CH2:23]1. The yield is 0.850. (4) The reactants are C([N:8]1[CH:21]=[C:20]([C:22]2[CH:27]=[CH:26][CH:25]=[C:24]([S:28]([CH2:31][CH3:32])(=[O:30])=[O:29])[CH:23]=2)[C:11]2[C:12]3[CH:18]=[C:17]([CH3:19])[CH:16]=[N:15][C:13]=3[NH:14][C:10]=2[C:9]1=[O:33])C1C=CC=CC=1. The catalyst is C(OC(=O)C)(=O)C. The product is [CH2:31]([S:28]([C:24]1[CH:23]=[C:22]([C:20]2[C:11]3[C:12]4[CH:18]=[C:17]([CH3:19])[CH:16]=[N:15][C:13]=4[NH:14][C:10]=3[C:9](=[O:33])[NH:8][CH:21]=2)[CH:27]=[CH:26][CH:25]=1)(=[O:29])=[O:30])[CH3:32]. The yield is 0.240. (5) The reactants are [CH3:1][N:2]([CH3:11])[CH:3]1[CH2:6][CH:5]([C:7]([O:9]C)=[O:8])[CH2:4]1.[ClH:12]. The catalyst is O1CCOCC1. The product is [ClH:12].[CH3:1][N:2]([CH3:11])[CH:3]1[CH2:6][CH:5]([C:7]([OH:9])=[O:8])[CH2:4]1. The yield is 1.01.